From a dataset of Catalyst prediction with 721,799 reactions and 888 catalyst types from USPTO. Predict which catalyst facilitates the given reaction. (1) Reactant: Cl[C:2]1C=C(C=C[CH:11]=1)C(OO)=O.C(S[C:15]1[N:19]([CH3:20])[N:18]=[C:17]([C:21]([F:24])([F:23])[F:22])[C:16]=1[C:25]1[S:26][C:27]2[C:32]([N:33]=1)=[CH:31][C:30]([C:34]([F:37])([F:36])[F:35])=[CH:29][N:28]=2)C.[S:38]([O-:42])([O-])(=[O:40])=S.[Na+].[Na+]. Product: [CH2:2]([S:38]([C:15]1[N:19]([CH3:20])[N:18]=[C:17]([C:21]([F:22])([F:24])[F:23])[C:16]=1[C:25]1[S:26][C:27]2[C:32]([N:33]=1)=[CH:31][C:30]([C:34]([F:36])([F:37])[F:35])=[CH:29][N:28]=2)(=[O:42])=[O:40])[CH3:11]. The catalyst class is: 22. (2) Reactant: [CH3:1][CH:2]([CH3:17])[CH:3]([C:5]1[CH:6]=[N:7][C:8]([C:11]2[CH:16]=[CH:15][CH:14]=[CH:13][CH:12]=2)=[CH:9][CH:10]=1)O.[CH:18]1[N:22]=[CH:21][N:20](C([N:20]2[CH:21]=[N:22][CH:18]=[CH:19]2)=O)[CH:19]=1. The catalyst class is: 37. Product: [N:20]1([CH:3]([C:5]2[CH:10]=[CH:9][C:8]([C:11]3[CH:16]=[CH:15][CH:14]=[CH:13][CH:12]=3)=[N:7][CH:6]=2)[CH:2]([CH3:17])[CH3:1])[CH:19]=[CH:18][N:22]=[CH:21]1. (3) Reactant: C(=O)([O-])[O-].[Cs+].[Cs+].[OH:7][CH2:8][C:9]1[CH:10]=[C:11]([OH:15])[CH:12]=[CH:13][CH:14]=1.Br[CH2:17][CH:18]([O:22][CH2:23][CH3:24])[O:19][CH2:20][CH3:21]. Product: [CH2:20]([O:19][CH:18]([O:22][CH2:23][CH3:24])[CH2:17][O:15][C:11]1[CH:10]=[C:9]([CH2:8][OH:7])[CH:14]=[CH:13][CH:12]=1)[CH3:21]. The catalyst class is: 3. (4) Reactant: [NH2:1][C:2]1[CH:3]=[N:4][CH:5]=[CH:6][C:7]=1[Cl:8].[H-].[Na+].[CH2:11]([O:18][C:19]1[CH:27]=[CH:26][C:22]([C:23](Cl)=[O:24])=[CH:21][CH:20]=1)[C:12]1[CH:17]=[CH:16][CH:15]=[CH:14][CH:13]=1. Product: [CH2:11]([O:18][C:19]1[CH:20]=[CH:21][C:22]([C:23]([NH:1][C:2]2[CH:3]=[N:4][CH:5]=[CH:6][C:7]=2[Cl:8])=[O:24])=[CH:26][CH:27]=1)[C:12]1[CH:13]=[CH:14][CH:15]=[CH:16][CH:17]=1. The catalyst class is: 204. (5) Reactant: O1[C:5]2([CH2:10][CH2:9][N:8](C3C=CC=CC=3C(OC)=O)[CH2:7][CH2:6]2)[O:4]CC1.[CH3:21][C:22]1[CH:23]=[CH:24][C:25](S(O)(=O)=O)=[CH:26][CH:27]=1.[OH2:32].C[C:34](C)=[O:35].O. Product: [O:4]=[C:5]1[CH2:10][CH2:9][N:8]([C:26]2[CH:27]=[C:22]([CH:23]=[CH:24][CH:25]=2)[C:21]([O:35][CH3:34])=[O:32])[CH2:7][CH2:6]1. The catalyst class is: 2.